From a dataset of Forward reaction prediction with 1.9M reactions from USPTO patents (1976-2016). Predict the product of the given reaction. Given the reactants C(O)C.[C:4]([O:8][C:9]([N:11]1[CH2:15][CH2:14][C@H:13]([N:16]([C:28]2[CH:33]=[CH:32][C:31]([F:34])=[C:30]([Cl:35])[CH:29]=2)[C:17]2[CH:22]=[CH:21][C:20]([C:23]([O:25]CC)=[O:24])=[CH:19][CH:18]=2)[CH2:12]1)=[O:10])([CH3:7])([CH3:6])[CH3:5].[OH-].[Na+].ClCCl, predict the reaction product. The product is: [C:4]([O:8][C:9]([N:11]1[CH2:15][CH2:14][C@H:13]([N:16]([C:17]2[CH:18]=[CH:19][C:20]([C:23]([OH:25])=[O:24])=[CH:21][CH:22]=2)[C:28]2[CH:33]=[CH:32][C:31]([F:34])=[C:30]([Cl:35])[CH:29]=2)[CH2:12]1)=[O:10])([CH3:7])([CH3:5])[CH3:6].